From a dataset of Experimentally validated miRNA-target interactions with 360,000+ pairs, plus equal number of negative samples. Binary Classification. Given a miRNA mature sequence and a target amino acid sequence, predict their likelihood of interaction. (1) The miRNA is hsa-miR-26b-5p with sequence UUCAAGUAAUUCAGGAUAGGU. The protein sequence of the target gene is MESETEPEPVTLLVKSPNQRHRDLELSGDRGWSVGHLKAHLSRVYPERPRPEDQRLIYSGKLLLDHQCLRDLLPKQEKRHVLHLVCNVKSPSKMPEINAKVAESTEEPAGSNRGQYPEDSSSDGLRQREVLRNLSSPGWENISRPEAAQQAFQGLGPGFSGYTPYGWLQLSWFQQIYARQYYMQYLAATAASGAFVPPPSAQEIPVVSAPAPAPIHNQFPAENQPANQNAAPQVVVNPGANQNLRMNAQGGPIVEEDDEINRDWLDWTYSAATFSVFLSILYFYSSLSRFLMVMGATVVM.... Result: 1 (interaction). (2) The miRNA is hsa-miR-6751-5p with sequence UUGGGGGUGAGGUUGGUGUCUGG. The protein sequence of the target gene is MARETFPFTSSMLRSLRLQQEWLEWEDRRRAAAQQCRSRRCPSSPRARLTRPHRSCRDPAVHQALFSGNLQQVQALFQDEEAANMIVETVSNQLAWSAEQGFWVLTPKTKQTAPLAIATARGYTDCARHLIRQGAELDARVGGRAALHEACARAQFDCVRLLLTFGAKANVLTEEGTTPLHLCTIPESLQCAKLLLEAGATVNLAAGESQETPLHVAAARGLEQHVALYLEHGADVGLRTSQGETALNTACAGAEGPGSCRRHQAAARRLLEAGADARAAGRKRHTPLHNACANGCGGLA.... Result: 1 (interaction). (3) The miRNA is hsa-miR-6842-3p with sequence UUGGCUGGUCUCUGCUCCGCAG. Result: 0 (no interaction). The protein sequence of the target gene is MGDKKSPTRPKRQPKPSSDEGYWDCSVCTFRNSAEAFKCMMCDVRKGTSTRKPRPVSQLVAQQVTQQFVPPTQSKKEKKDKVEKEKSEKETTSKKNSHKKTRPRLKNVDRSSAQHLEVTVGDLTVIITDFKEKTKSPPASSAASADQHSQSGSSSDNTERGMSRSSSPRGEASSLNGESH. (4) The miRNA is hsa-miR-125b-5p with sequence UCCCUGAGACCCUAACUUGUGA. The protein sequence of the target gene is MALQLLLAVFSCVLLLPQPAFGITRHYTLEIKMQNVTRLCHTKSLVSVNGQFPGPKLIAREGDQVLIKVVNQVPNNISLHWHGIRQLRSGWADGPAYITQCPIQTGQSYVYNYTIVGQRGTLWYHAHISWLRSTVYGPLIILPKRGVPYPFAKPHKEVPMIFGEWFNADTEAIIRQATQTGGGPNVSDAYTINGLPGPLYNCSAKDTFRLRVKPGKTYLLRLINAALNDELFFSIANHTVTVVEADAIYVKPFETETILIAPGQTTNVLLKTKSSYPSASFFMTARPYVTGQGTFDNSTV.... Result: 0 (no interaction). (5) The miRNA is hsa-miR-4696 with sequence UGCAAGACGGAUACUGUCAUCU. The protein sequence of the target gene is MDRPLSSSAEAEEELEWQVASRRRKAWAKCRSSWQASETEDLSTEATTQDEEEDEEEDLPGAQLPAAGGRGNVPNEKIAIWLKDCRTPLGASLDEQSSSTLKGVLVRNGGSFEDDLSLGAEANHLHESDAQIENCNNILAKERRLQFHQKGRSMNSTGSGKSSGTVSSVSELLELYEEDPEEILYNLGFGRDEPDIASKIPSRFFNSSSFAKGIDIKVFLSAQMQRMEVENPNYALTSRFRQIEVLTTVANAFSSLYSQVSGTPLQRIGSMSSVTSNKETDPPPPLTRSNTANRLMKTLS.... Result: 0 (no interaction).